Predict the product of the given reaction. From a dataset of Forward reaction prediction with 1.9M reactions from USPTO patents (1976-2016). (1) The product is: [CH3:1][O:2][C:3]([C:5]1[N:6]([C:31]2[CH:36]=[CH:35][CH:34]=[CH:33][CH:32]=2)[C:7]2[C:12]([C:13](=[O:28])[C:14]=1[CH2:15][NH:16][C:17](=[O:27])[C:18]1[CH:23]=[CH:22][C:21]([Cl:62])=[CH:20][CH:19]=1)=[CH:11][CH:10]=[C:9]([O:29][CH3:30])[CH:8]=2)=[O:4]. Given the reactants [CH3:1][O:2][C:3]([C:5]1[N:6]([C:31]2[CH:36]=[CH:35][CH:34]=[CH:33][CH:32]=2)[C:7]2[C:12]([C:13](=[O:28])[C:14]=1[CH2:15][NH:16][C:17](=[O:27])[C:18]1[CH:23]=[CH:22][C:21](N(C)C)=[CH:20][CH:19]=1)=[CH:11][CH:10]=[C:9]([O:29][CH3:30])[CH:8]=2)=[O:4].NCC1C(=O)C2C(=CC(OC)=CC=2)N(C2C=CC=CC=2)C=1C(OC)=O.[Cl:62]C1C=CC(C(Cl)=O)=CC=1, predict the reaction product. (2) Given the reactants Br[C:2]1[N:6]2[C:7]3[CH:19]=[CH:18][CH:17]=[N:16][C:8]=3[NH:9][C:10]3[CH:15]=[CH:14][CH:13]=[CH:12][C:11]=3[C:5]2=[N:4][C:3]=1[C:20]1[CH:25]=[CH:24][CH:23]=[CH:22][CH:21]=1.CC1(C)C(C)(C)OB([C:34]2[CH:39]=[CH:38][C:37]([C:40]3([NH:44][C:45](=[O:51])[O:46][C:47]([CH3:50])([CH3:49])[CH3:48])[CH2:43][O:42][CH2:41]3)=[CH:36][CH:35]=2)O1.P([O-])([O-])([O-])=O.[K+].[K+].[K+], predict the reaction product. The product is: [C:20]1([C:3]2[N:4]=[C:5]3[C:11]4[CH:12]=[CH:13][CH:14]=[CH:15][C:10]=4[NH:9][C:8]4[N:16]=[CH:17][CH:18]=[CH:19][C:7]=4[N:6]3[C:2]=2[C:34]2[CH:35]=[CH:36][C:37]([C:40]3([NH:44][C:45](=[O:51])[O:46][C:47]([CH3:49])([CH3:48])[CH3:50])[CH2:43][O:42][CH2:41]3)=[CH:38][CH:39]=2)[CH:21]=[CH:22][CH:23]=[CH:24][CH:25]=1.